Dataset: Catalyst prediction with 721,799 reactions and 888 catalyst types from USPTO. Task: Predict which catalyst facilitates the given reaction. (1) Reactant: [CH2:1]([O:3][C:4]([C:6]1[N:7]=[C:8]2[C:13]([C:14]([F:17])([F:16])[F:15])=[CH:12][C:11]([Br:18])=[CH:10][N:9]2[CH:19]=1)=[O:5])[CH3:2].C1C(=O)N([Cl:27])C(=O)C1. Product: [CH2:1]([O:3][C:4]([C:6]1[N:7]=[C:8]2[C:13]([C:14]([F:17])([F:15])[F:16])=[CH:12][C:11]([Br:18])=[CH:10][N:9]2[C:19]=1[Cl:27])=[O:5])[CH3:2]. The catalyst class is: 3. (2) Reactant: [CH2:1]([O:3][C:4]1[CH:9]=[CH:8][C:7]([C@H]2CC[C@H](C=O)CC2)=[C:6]([F:18])[C:5]=1[F:19])[CH3:2].C[C:21](C)=[O:22].CC(C)=[O:26].OS(O)(=O)=O.O=[Cr](=O)=O.C1(C)C=CC=CC=1. Product: [CH2:1]([O:3][C:4]1([C:21]([OH:22])=[O:26])[CH2:9][CH2:8][CH2:7][C@@H:6]([F:18])[C@@H:5]1[F:19])[CH3:2]. The catalyst class is: 6. (3) The catalyst class is: 1. Product: [NH2:28][C:27]1[C:26]2[C:25](=[CH:32][CH:31]=[CH:30][CH:29]=2)[NH:24][C:11](=[O:14])[CH:12]=1. Reactant: [Li+].C[Si]([N-][Si](C)(C)C)(C)C.[C:11]([OH:14])(=O)[CH3:12].N1C2C=CC=CC=2NC=1.[NH2:24][C:25]1[CH:32]=[CH:31][CH:30]=[CH:29][C:26]=1[C:27]#[N:28]. (4) Reactant: C(O[C:6]([N:8]1[CH2:15][CH:14]2[CH:10]([CH2:11][N:12]([C:16]3[N:21]=[CH:20][CH:19]=[CH:18][N:17]=3)[CH2:13]2)[CH2:9]1)=[O:7])(C)(C)C.FC(F)(F)C(O)=O.[Cl:29][C:30]1[CH:31]=[C:32]([C:39]2[CH:44]=[CH:43][CH:42]=[CH:41][CH:40]=2)[CH:33]=[CH:34][C:35]=1C(O)=O.F[P-](F)(F)(F)(F)F.N1(OC(N(C)C)=[N+](C)C)C2N=CC=CC=2N=N1.C(N(C(C)C)CC)(C)C. Product: [Cl:29][C:30]1[CH:31]=[C:32]([C:39]2[CH:40]=[CH:41][C:42]([C:6]([N:8]3[CH2:9][CH:10]4[CH:14]([CH2:13][N:12]([C:16]5[N:17]=[CH:18][CH:19]=[CH:20][N:21]=5)[CH2:11]4)[CH2:15]3)=[O:7])=[CH:43][CH:44]=2)[CH:33]=[CH:34][CH:35]=1. The catalyst class is: 795. (5) Reactant: [O:1]=[C:2]1[CH2:11][CH2:10][C:9]2[CH:8]=[C:7]([C@H:12]3[CH2:21][CH2:20][C@@:14]4([NH:18][C:17](=[O:19])[O:16][CH2:15]4)[CH2:13]3)[CH:6]=[CH:5][C:4]=2[CH2:3]1.[CH2:22]=[CH:23][CH2:24][CH:25](O)[CH2:26][CH2:27][CH2:28][CH3:29].[Sn](Cl)(Cl)(Cl)[Cl:32]. Product: [CH2:25]([CH:26]1[O:1][C:2]2([CH2:11][CH2:10][C:9]3[C:4](=[CH:5][CH:6]=[C:7]([C@H:12]4[CH2:21][CH2:20][C@@:14]5([NH:18][C:17](=[O:19])[O:16][CH2:15]5)[CH2:13]4)[CH:8]=3)[CH2:3]2)[CH2:29][CH:28]([Cl:32])[CH2:27]1)[CH2:24][CH2:23][CH3:22]. The catalyst class is: 2. (6) Reactant: Cl[C:2]1[CH:7]=[C:6]([O:8][CH2:9][C:10]#[CH:11])[N:5]=[CH:4][N:3]=1.C(=O)([O-])[O-].[K+].[K+].[Cl:18][C:19]1[CH:24]=[CH:23][CH:22]=[CH:21][C:20]=1[OH:25].[Cl-].[NH4+]. Product: [Cl:18][C:19]1[CH:24]=[CH:23][CH:22]=[CH:21][C:20]=1[O:25][C:2]1[CH:7]=[C:6]([O:8][CH2:9][C:10]#[CH:11])[N:5]=[CH:4][N:3]=1. The catalyst class is: 9. (7) Reactant: C[O:2][C:3](=O)[CH2:4][CH2:5][C:6]1[CH:15]=[CH:14][C:9]([C:10](OC)=[O:11])=[CH:8][CH:7]=1.O.[NH2:18][NH2:19].O.[NH:21](C(=O)CCC1C=C(C=CC=1)C(OC)=O)[NH2:22]. Product: [NH:18]([C:3](=[O:2])[CH2:4][CH2:5][C:6]1[CH:15]=[CH:14][C:9]([C:10]([NH:21][NH2:22])=[O:11])=[CH:8][CH:7]=1)[NH2:19]. The catalyst class is: 5. (8) Reactant: [C:1]([O:6][CH3:7])(=[O:5])[C:2]([CH3:4])=[CH2:3].[CH3:8][C:9]([C:11]([O:13][CH:14]1[C@@:19]2([CH3:23])[C:20]([CH3:22])([CH3:21])[C@H:16]([CH2:17][CH2:18]2)[CH2:15]1)=[O:12])=[CH2:10].[C:24]([O-:29])(=[O:28])[C:25]([CH3:27])=[CH2:26].C(O)(=O)C(C)=C.N(C(C)(C)C(OC)=O)=NC(C)(C)C(OC)=O. Product: [C:1]([O:6][CH3:7])(=[O:5])[C:2]([CH3:4])=[CH2:3].[CH3:10][C:9]([C:11]([O:13][CH:14]1[C@@:19]2([CH3:23])[C:20]([CH3:22])([CH3:21])[C@H:16]([CH2:17][CH2:18]2)[CH2:15]1)=[O:12])=[CH2:8].[C:24]([OH:29])(=[O:28])[C:25]([CH3:27])=[CH2:26]. The catalyst class is: 311. (9) Reactant: [CH3:1][C:2](=[CH2:35])[CH2:3][CH:4]([CH2:12][CH2:13][C@H:14]1[CH2:19][CH2:18][CH2:17][C@@H:16]([O:20][CH2:21][C:22]2[N:23]=[C:24]([C:28]3[CH:33]=[CH:32][C:31]([CH3:34])=[CH:30][CH:29]=3)[O:25][C:26]=2[CH3:27])[CH2:15]1)[C:5]([O:7]C(C)(C)C)=[O:6]. Product: [CH3:1][CH:2]([CH3:35])[CH2:3][CH:4]([CH2:12][CH2:13][C@H:14]1[CH2:19][CH2:18][CH2:17][C@@H:16]([O:20][CH2:21][C:22]2[N:23]=[C:24]([C:28]3[CH:29]=[CH:30][C:31]([CH3:34])=[CH:32][CH:33]=3)[O:25][C:26]=2[CH3:27])[CH2:15]1)[C:5]([OH:7])=[O:6]. The catalyst class is: 78.